Dataset: Forward reaction prediction with 1.9M reactions from USPTO patents (1976-2016). Task: Predict the product of the given reaction. (1) Given the reactants [CH3:1][C:2]1[N:6]([CH2:7][C:8]([O:10]CC)=[O:9])[C:5]2[CH:13]=[CH:14][S:15][C:4]=2[C:3]=1[CH2:16][C:17]1[CH:22]=[CH:21][CH:20]=[CH:19][C:18]=1[S:23]([N:26]1[CH2:30][CH2:29][CH2:28][CH2:27]1)(=[O:25])=[O:24].[OH-].[Li+], predict the reaction product. The product is: [CH3:1][C:2]1[N:6]([CH2:7][C:8]([OH:10])=[O:9])[C:5]2[CH:13]=[CH:14][S:15][C:4]=2[C:3]=1[CH2:16][C:17]1[CH:22]=[CH:21][CH:20]=[CH:19][C:18]=1[S:23]([N:26]1[CH2:30][CH2:29][CH2:28][CH2:27]1)(=[O:24])=[O:25]. (2) Given the reactants Br.[N:2]1([C:8]2[CH:9]=[CH:10][C:11]3[O:15][C:14]([C:16]([O:18][CH2:19][CH3:20])=[O:17])=[CH:13][C:12]=3[CH:21]=2)[CH2:7][CH2:6][NH:5][CH2:4][CH2:3]1.[Cl:22][CH2:23][CH2:24][CH2:25][CH2:26][C:27]1[C:35]2[C:30](=[CH:31][CH:32]=[C:33]([C:36]#[N:37])[CH:34]=2)[NH:29][CH:28]=1.C(N(CC)CC)C, predict the reaction product. The product is: [ClH:22].[C:36]([C:33]1[CH:34]=[C:35]2[C:30](=[CH:31][CH:32]=1)[NH:29][CH:28]=[C:27]2[CH2:26][CH2:25][CH2:24][CH2:23][N:5]1[CH2:4][CH2:3][N:2]([C:8]2[CH:9]=[CH:10][C:11]3[O:15][C:14]([C:16]([O:18][CH2:19][CH3:20])=[O:17])=[CH:13][C:12]=3[CH:21]=2)[CH2:7][CH2:6]1)#[N:37]. (3) Given the reactants N1C=CN=C1.[Si:6](Cl)([C:9]([CH3:12])([CH3:11])[CH3:10])([CH3:8])[CH3:7].[CH2:14]([O:21][C:22]([N:24]1[CH2:29][CH2:28][CH2:27][CH:26]([CH2:30][OH:31])[CH2:25]1)=[O:23])[C:15]1[CH:20]=[CH:19][CH:18]=[CH:17][CH:16]=1.O, predict the reaction product. The product is: [CH2:14]([O:21][C:22]([N:24]1[CH2:29][CH2:28][CH2:27][CH:26]([CH2:30][O:31][Si:6]([C:9]([CH3:12])([CH3:11])[CH3:10])([CH3:8])[CH3:7])[CH2:25]1)=[O:23])[C:15]1[CH:20]=[CH:19][CH:18]=[CH:17][CH:16]=1. (4) Given the reactants [CH2:1]([O:8][C:9]1[CH:18]=[C:17]2[C:12]([C:13]([O:19][C:20]3[CH:26]=[CH:25][C:23]([NH2:24])=[C:22]([Cl:27])[CH:21]=3)=[CH:14][CH:15]=[N:16]2)=[CH:11][C:10]=1[O:28][CH3:29])[C:2]1[CH:7]=[CH:6][CH:5]=[CH:4][CH:3]=1.[F:30][C:31]1[CH:36]=[C:35]([F:37])[CH:34]=[CH:33][C:32]=1[N:38]=[C:39]=[O:40], predict the reaction product. The product is: [CH2:1]([O:8][C:9]1[CH:18]=[C:17]2[C:12]([C:13]([O:19][C:20]3[CH:26]=[CH:25][C:23]([NH:24][C:39]([NH:38][C:32]4[CH:33]=[CH:34][C:35]([F:37])=[CH:36][C:31]=4[F:30])=[O:40])=[C:22]([Cl:27])[CH:21]=3)=[CH:14][CH:15]=[N:16]2)=[CH:11][C:10]=1[O:28][CH3:29])[C:2]1[CH:7]=[CH:6][CH:5]=[CH:4][CH:3]=1. (5) Given the reactants [C:1]([O:5][C:6]([N:8]1[CH2:12][C@@:11]([F:14])([CH3:13])[CH2:10][C@H:9]1[C:15]([O:17]CC1C=CC=CC=1)=[O:16])=[O:7])([CH3:4])([CH3:3])[CH3:2], predict the reaction product. The product is: [C:1]([O:5][C:6]([N:8]1[CH2:12][C@@:11]([F:14])([CH3:13])[CH2:10][C@H:9]1[C:15]([OH:17])=[O:16])=[O:7])([CH3:2])([CH3:3])[CH3:4]. (6) Given the reactants F[C:2]1[C:7]([C:8]2[C:17]3[CH2:16][CH2:15][CH2:14][CH2:13][C:12]=3[N:11]=[C:10]([O:18][CH2:19][C:20]3[CH:25]=[CH:24][CH:23]=[CH:22][N:21]=3)[CH:9]=2)=[CH:6][C:5]([CH3:26])=[CH:4][N:3]=1.[C-:27]#[N:28].[Na+].CS(C)=O.O, predict the reaction product. The product is: [CH3:26][C:5]1[CH:6]=[C:7]([C:8]2[C:17]3[CH2:16][CH2:15][CH2:14][CH2:13][C:12]=3[N:11]=[C:10]([O:18][CH2:19][C:20]3[CH:25]=[CH:24][CH:23]=[CH:22][N:21]=3)[CH:9]=2)[C:2]([C:27]#[N:28])=[N:3][CH:4]=1.